The task is: Regression/Classification. Given a drug SMILES string, predict its absorption, distribution, metabolism, or excretion properties. Task type varies by dataset: regression for continuous measurements (e.g., permeability, clearance, half-life) or binary classification for categorical outcomes (e.g., BBB penetration, CYP inhibition). Dataset: cyp2d6_veith.. This data is from CYP2D6 inhibition data for predicting drug metabolism from PubChem BioAssay. (1) The molecule is CCc1ccc(C(=O)c2oc3nc(C)cc(C)c3c2N)cc1. The result is 1 (inhibitor). (2) The molecule is COc1ccc(Oc2ncc3nc(-c4ccccc4)c(=O)n(CCC#N)c3n2)cc1. The result is 0 (non-inhibitor). (3) The molecule is O=C(NC1CCCCC1)C1CC=CCC1C(=O)OCC(Cl)=C(Cl)Cl. The result is 0 (non-inhibitor). (4) The molecule is CCN1C[C@]2(C)CC[C@H](OC)[C@@]34[C@@H]2[C@H](OC(C)=O)[C@]2(OCO[C@@]25C[C@@H](OC)[C@@H]2C[C@@]3(O)[C@H]5[C@@H]2OC)[C@H]14. The result is 0 (non-inhibitor). (5) The drug is CN1CCN(c2ncc3nc(-c4ccc(Cl)cc4)c(=O)n(CCC#N)c3n2)CC1. The result is 0 (non-inhibitor). (6) The compound is Cc1cc2nnc(SCC(=O)N3CCN(c4ccccc4)CC3)n2c(N)n1. The result is 0 (non-inhibitor). (7) The drug is C[N+]1([O-])[C@H]2CC[C@H]1CC(OC(=O)[C@@H](CO)c1ccccc1)C2. The result is 0 (non-inhibitor). (8) The compound is CC(C)CC(c1nnnn1C(C)C)N1CCN(c2ccccc2)CC1. The result is 0 (non-inhibitor).